This data is from NCI-60 drug combinations with 297,098 pairs across 59 cell lines. The task is: Regression. Given two drug SMILES strings and cell line genomic features, predict the synergy score measuring deviation from expected non-interaction effect. (1) Drug 2: CC(C)(C#N)C1=CC(=CC(=C1)CN2C=NC=N2)C(C)(C)C#N. Drug 1: CC1CCC2CC(C(=CC=CC=CC(CC(C(=O)C(C(C(=CC(C(=O)CC(OC(=O)C3CCCCN3C(=O)C(=O)C1(O2)O)C(C)CC4CCC(C(C4)OC)O)C)C)O)OC)C)C)C)OC. Cell line: MCF7. Synergy scores: CSS=-0.672, Synergy_ZIP=1.45, Synergy_Bliss=0.0947, Synergy_Loewe=-1.18, Synergy_HSA=-2.31. (2) Drug 1: CN1C2=C(C=C(C=C2)N(CCCl)CCCl)N=C1CCCC(=O)O.Cl. Drug 2: CC(C)NC(=O)C1=CC=C(C=C1)CNNC.Cl. Cell line: ACHN. Synergy scores: CSS=-0.552, Synergy_ZIP=-1.07, Synergy_Bliss=-0.865, Synergy_Loewe=-2.71, Synergy_HSA=-2.20. (3) Drug 1: COC1=NC(=NC2=C1N=CN2C3C(C(C(O3)CO)O)O)N. Drug 2: CC1CCC2CC(C(=CC=CC=CC(CC(C(=O)C(C(C(=CC(C(=O)CC(OC(=O)C3CCCCN3C(=O)C(=O)C1(O2)O)C(C)CC4CCC(C(C4)OC)O)C)C)O)OC)C)C)C)OC. Cell line: NCI-H460. Synergy scores: CSS=-7.32, Synergy_ZIP=2.78, Synergy_Bliss=0.176, Synergy_Loewe=-7.09, Synergy_HSA=-6.36. (4) Drug 1: C1=C(C(=O)NC(=O)N1)F. Drug 2: CC1C(C(CC(O1)OC2CC(CC3=C2C(=C4C(=C3O)C(=O)C5=CC=CC=C5C4=O)O)(C(=O)C)O)N)O. Cell line: A549. Synergy scores: CSS=71.6, Synergy_ZIP=-7.94, Synergy_Bliss=-12.7, Synergy_Loewe=-7.96, Synergy_HSA=-6.57. (5) Drug 1: CC1CCC2CC(C(=CC=CC=CC(CC(C(=O)C(C(C(=CC(C(=O)CC(OC(=O)C3CCCCN3C(=O)C(=O)C1(O2)O)C(C)CC4CCC(C(C4)OC)OCCO)C)C)O)OC)C)C)C)OC. Drug 2: C1CNP(=O)(OC1)N(CCCl)CCCl. Cell line: EKVX. Synergy scores: CSS=8.19, Synergy_ZIP=-6.21, Synergy_Bliss=-6.90, Synergy_Loewe=-82.2, Synergy_HSA=-6.25. (6) Drug 1: CN(C(=O)NC(C=O)C(C(C(CO)O)O)O)N=O. Drug 2: CC12CCC3C(C1CCC2OP(=O)(O)O)CCC4=C3C=CC(=C4)OC(=O)N(CCCl)CCCl.[Na+]. Cell line: DU-145. Synergy scores: CSS=13.0, Synergy_ZIP=2.59, Synergy_Bliss=4.36, Synergy_Loewe=7.29, Synergy_HSA=3.33.